From a dataset of Forward reaction prediction with 1.9M reactions from USPTO patents (1976-2016). Predict the product of the given reaction. Given the reactants [NH2:1][C:2]1[C:3]2[C:10]([C:11]3[CH:16]=[CH:15][CH:14]=[C:13]([O:17][CH2:18][CH:19]4[CH2:24][CH2:23][CH2:22][CH2:21][O:20]4)[CH:12]=3)=[CH:9][N:8]([C@@H:25]3[CH2:28][C@H:27]([CH2:29][OH:30])[CH2:26]3)[C:4]=2[N:5]=[CH:6][N:7]=1.[C:31]1([CH3:41])[CH:36]=[CH:35][C:34]([S:37](Cl)(=[O:39])=[O:38])=[CH:33][CH:32]=1, predict the reaction product. The product is: [NH2:1][C:2]1[C:3]2[C:10]([C:11]3[CH:16]=[CH:15][CH:14]=[C:13]([O:17][CH2:18][CH:19]4[CH2:24][CH2:23][CH2:22][CH2:21][O:20]4)[CH:12]=3)=[CH:9][N:8]([C@@H:25]3[CH2:28][C@H:27]([CH2:29][O:30][S:37]([C:34]4[CH:35]=[CH:36][C:31]([CH3:41])=[CH:32][CH:33]=4)(=[O:39])=[O:38])[CH2:26]3)[C:4]=2[N:5]=[CH:6][N:7]=1.